The task is: Regression. Given a peptide amino acid sequence and an MHC pseudo amino acid sequence, predict their binding affinity value. This is MHC class II binding data.. This data is from Peptide-MHC class II binding affinity with 134,281 pairs from IEDB. (1) The peptide sequence is QYDVIIQHPADMSWC. The binding affinity (normalized) is 0.138. The MHC is H-2-IAb with pseudo-sequence H-2-IAb. (2) The peptide sequence is PELGMNASHCNEMSW. The MHC is DRB4_0101 with pseudo-sequence DRB4_0103. The binding affinity (normalized) is 0.403.